Task: Predict the reaction yield, written as a fraction of the theoretical maximum amount of product (1.0 means a 100% yield; for example, 0.34 means a 34% yield).. Dataset: Reaction yield outcomes from USPTO patents with 853,638 reactions (1) The reactants are [CH3:1][C:2]1[NH:3][C:4]2[C:9]([C:10]=1[CH3:11])=[CH:8][C:7]([O:12][C:13]1[C:22]3[C:17](=[CH:18][C:19]([OH:25])=[C:20]([O:23][CH3:24])[CH:21]=3)[N:16]=[CH:15][N:14]=1)=[CH:6][CH:5]=2.C1(P(C2C=CC=CC=2)C2C=CC=CC=2)C=CC=CC=1.O[CH2:46][CH2:47][N:48]1[CH2:52][CH2:51][CH2:50][CH2:49]1.N(C(OC(C)C)=O)=NC(OC(C)C)=O. The catalyst is C(Cl)Cl. The product is [CH3:1][C:2]1[NH:3][C:4]2[C:9]([C:10]=1[CH3:11])=[CH:8][C:7]([O:12][C:13]1[C:22]3[C:17](=[CH:18][C:19]([O:25][CH2:46][CH2:47][N:48]4[CH2:52][CH2:51][CH2:50][CH2:49]4)=[C:20]([O:23][CH3:24])[CH:21]=3)[N:16]=[CH:15][N:14]=1)=[CH:6][CH:5]=2. The yield is 0.370. (2) The reactants are [CH3:1][CH:2]([CH3:25])[CH:3]([NH:8][C:9]([C:11]1[O:12][C:13]([C:16]2[CH:21]=[CH:20][C:19]([N+:22]([O-])=O)=[CH:18][CH:17]=2)=[CH:14][N:15]=1)=[O:10])[C:4]([O:6][CH3:7])=[O:5].[Cl-].[NH4+]. The catalyst is CCO.C1COCC1.O.[Fe]. The product is [NH2:22][C:19]1[CH:20]=[CH:21][C:16]([C:13]2[O:12][C:11]([C:9]([NH:8][CH:3]([CH:2]([CH3:25])[CH3:1])[C:4]([O:6][CH3:7])=[O:5])=[O:10])=[N:15][CH:14]=2)=[CH:17][CH:18]=1. The yield is 0.860. (3) The reactants are [Cl:1][C:2]1[N:7]=[CH:6][N:5]=[C:4]2[NH:8][N:9]=[C:10]([CH2:11][CH3:12])[C:3]=12.[H-].[Na+].[C:15](Cl)([C:28]1[CH:33]=[CH:32][CH:31]=[CH:30][CH:29]=1)([C:22]1[CH:27]=[CH:26][CH:25]=[CH:24][CH:23]=1)[C:16]1[CH:21]=[CH:20][CH:19]=[CH:18][CH:17]=1. The catalyst is CN(C=O)C. The product is [Cl:1][C:2]1[N:7]=[CH:6][N:5]=[C:4]2[N:8]([C:15]([C:16]3[CH:21]=[CH:20][CH:19]=[CH:18][CH:17]=3)([C:28]3[CH:29]=[CH:30][CH:31]=[CH:32][CH:33]=3)[C:22]3[CH:23]=[CH:24][CH:25]=[CH:26][CH:27]=3)[N:9]=[C:10]([CH2:11][CH3:12])[C:3]=12. The yield is 0.640. (4) The product is [F:1][C:2]1[CH:3]=[C:4]([NH:5][C:49]([N:45]2[C:44](=[O:52])[CH:43]([C:40]3[CH:41]=[CH:42][C:37]([F:36])=[CH:38][CH:39]=3)[CH:48]=[CH:47][NH:46]2)=[O:50])[CH:6]=[CH:7][C:8]=1[O:9][C:10]1[CH:15]=[CH:14][N:13]=[C:12]2[N:16]([CH2:27][C:28]3[CH:29]=[CH:30][C:31]([O:34][CH3:35])=[CH:32][CH:33]=3)[N:17]=[C:18]([O:19][CH:20]3[CH2:25][CH2:24][N:23]([CH3:26])[CH2:22][CH2:21]3)[C:11]=12. The yield is 0.420. The reactants are [F:1][C:2]1[CH:3]=[C:4]([CH:6]=[CH:7][C:8]=1[O:9][C:10]1[CH:15]=[CH:14][N:13]=[C:12]2[N:16]([CH2:27][C:28]3[CH:33]=[CH:32][C:31]([O:34][CH3:35])=[CH:30][CH:29]=3)[N:17]=[C:18]([O:19][CH:20]3[CH2:25][CH2:24][N:23]([CH3:26])[CH2:22][CH2:21]3)[C:11]=12)[NH2:5].[F:36][C:37]1[CH:42]=[CH:41][C:40]([CH:43]2[CH:48]=[CH:47][NH:46][N:45]([C:49](O)=[O:50])[C:44]2=[O:52])=[CH:39][CH:38]=1. No catalyst specified. (5) The reactants are [C:1]([N:4]1[CH2:10][CH2:9][C:8]2[CH:11]=[C:12]([N+:15]([O-:17])=[O:16])[CH:13]=[CH:14][C:7]=2[CH2:6][CH2:5]1)(=[O:3])[CH3:2].[I:18]N1C(=O)CCC1=O. The catalyst is FC(F)(F)S(O)(=O)=O. The product is [C:1]([N:4]1[CH2:5][CH2:6][C:7]2[C:14]([I:18])=[CH:13][C:12]([N+:15]([O-:17])=[O:16])=[CH:11][C:8]=2[CH2:9][CH2:10]1)(=[O:3])[CH3:2]. The yield is 0.690. (6) The reactants are [F:1][C:2]([F:22])([F:21])[C:3]1[CH:4]=[C:5]([C:9]2[CH:14]=[C:13]([CH:15]([F:17])[F:16])[N:12]3[N:18]=[CH:19][CH:20]=[C:11]3[N:10]=2)[CH:6]=[CH:7][CH:8]=1.C([O-])(=O)C.[Na+].[I:28]Cl. The catalyst is C(O)(=O)C.O. The product is [I:28][C:20]1[CH:19]=[N:18][N:12]2[C:13]([CH:15]([F:16])[F:17])=[CH:14][C:9]([C:5]3[CH:6]=[CH:7][CH:8]=[C:3]([C:2]([F:21])([F:1])[F:22])[CH:4]=3)=[N:10][C:11]=12. The yield is 0.950.